From a dataset of Experimentally validated miRNA-target interactions with 360,000+ pairs, plus equal number of negative samples. Binary Classification. Given a miRNA mature sequence and a target amino acid sequence, predict their likelihood of interaction. (1) The miRNA is hsa-miR-6871-5p with sequence CAUGGGAGUUCGGGGUGGUUGC. The protein sequence of the target gene is MEVVDETEALQRFFEGHDISGALEPSNIDTSILEEYIGKEDASDLCFPEISAPASTASFPHGPPAIPGSSGLHHLSPPGSGPSPGRHGPLPPPTYGTPLNCNNNNGMGTAPKPFLGGSGPPIKAEPKAPYAPGTLPDSPPDSGSEAYSPQQVNDPHLLRTITPETLCHVGVSSRLEHPPPPPAHLPGPPPPPPPPPHYPVLQRDLYMKAEPPVPPYAAMGPGLVPPELHHTQQTQVLHQLLQQHGAELPPHPSKKRKHSESPPNTLNAQMLNGMIKQEPGTVTALPPHPARAPSPPWPPQ.... Result: 0 (no interaction). (2) The miRNA is hsa-miR-5581-3p with sequence UUCCAUGCCUCCUAGAAGUUCC. The protein sequence of the target gene is MAEAAPAPTSEWDSECLTSLQPLPLPTPPAANEAHLQTAAISLWTVVAAVQAIERKVEIHSRRLLHLEGRTGTAEKKLASCEKTVTELGNQLEGKWAVLGTLLQEYGLLQRRLENLENLLRNRNFWILRLPPGIKGDIPKVPVAFDDVSIYFSTPEWEKLEEWQKELYKNIMKGNYESLISMDYAINQPDVLSQIQPEGEHNTEDQAGPEESEIPTDPSEEPGISTSDILSWIKQEEEPQVGAPPESKESDVYKSTYADEELVIKAEGLARSSLCPEVPVPFSSPPAAAKDAFSDVAFKS.... Result: 0 (no interaction). (3) The miRNA is mmu-miR-669m-3p with sequence AUAUACAUCCACACAAACAUAU. The protein sequence of the target gene is MATPRGLGALLLLLLLPTSGQEKPTEGPRNTCLGSNNMYDIFNLNDKALCFTKCRQSGSDSCNVENLQRYWLNYEAHLMKEGLTQKVNTPFLKALVQNLSTNTAEDFYFSLEPSQVPRQVMKDEDKPPDRVRLPKSLFRSLPGNRSVVRLAVTILDIGPGTLFKGPRLGLGDGSGVLNNRLVGLSVGQMHVTKLAEPLEIVFSHQRPPPNMTLTCVFWDVTKGTTGDWSSEGCSTEVRPEGTVCCCDHLTFFALLLRPTLDQSTVHILTRISQAGCGVSMIFLAFTIILYAFLRLSRERF.... Result: 0 (no interaction). (4) The miRNA is hsa-miR-6873-3p with sequence UUCUCUCUGUCUUUCUCUCUCAG. The protein sequence of the target gene is MADGELNVDSLITRLLEVRGCRPGKIVQMTEAEVRGLCIKSREIFLSQPILLELEAPLKICGDIHGQYTDLLRLFEYGGFPPEANYLFLGDYVDRGKQSLETICLLLAYKIKYPENFFLLRGNHECASINRIYGFYDECKRRFNIKLWKTFTDCFNCLPIAAIVDEKIFCCHGGLSPDLQSMEQIRRIMRPTDVPDTGLLCDLLWSDPDKDVQGWGENDRGVSFTFGADVVSKFLNRHDLDLICRAHQVVEDGYEFFAKRQLVTLFSAPNYCGEFDNAGGMMSVDETLMCSFQILKPSEK.... Result: 1 (interaction). (5) The miRNA is hsa-miR-3159 with sequence UAGGAUUACAAGUGUCGGCCAC. Result: 0 (no interaction). The protein sequence of the target gene is MAENSESLGTVPEHERILQEIESTDTACVGPTLRSVYDDQPNAHKKFMEKLDACIRNHDKEIEKMCNFHHQGFVDAITELLKVRTDAEKLKVQVTDTNRRFQDAGKEVIVHTEDIIRCRIQQRNITTVVEKLQLCLPVLEMYSKLKEQMSAKRYYSALKTMEQLENVYFPWVSQYRFCQLMIENLPKLREDIKEISMSDLKDFLESIRKHSDKIGETAMKQAQHQKTFSVSLQKQNKMKFGKNMYINRDRIPEERNETVLKHSLEEEDENEEEILTVQDLVDFSPVYRCLHIYSVLGDEE.... (6) The miRNA is hsa-miR-4294 with sequence GGGAGUCUACAGCAGGG. The protein sequence of the target gene is MDSSSSSSAAGLGAVDPQLQHFIEVETQKQRFQQLVHQMTELCWEKCMDKPGPKLDSRAEACFVNCVERFIDTSQFILNRLEQTQKSKPVFSESLSD. Result: 1 (interaction). (7) Result: 0 (no interaction). The protein sequence of the target gene is MKRCRSDELQQQQGEEDGAGLEDAASHLPGADLRPGETTGANSAGGPTSDAGAAAAPNPGPRSKPPDLKKIQQLSEGSMFGHGLKHLFHSRRRSREREHQTSQDSQQHQQQQGMSDHDSPDEKERSPEMHRVSYAMSLHDLPARPTAFNRVLQQIRSRPSIKRGASLHSSSGGGSSGSSSRRTKSSSLEPQRGSPHLLRKAPQDSSLAAILHQHQCRPRSSSTTDTALLLADGSNVYLLAEEAEGIGDKVDKGDLVALSLPAGHGDTDGPISLDVPDGAPDPQRTKAAIDHLHQKILKIT.... The miRNA is hsa-miR-556-3p with sequence AUAUUACCAUUAGCUCAUCUUU.